Task: Predict the product of the given reaction.. Dataset: Forward reaction prediction with 1.9M reactions from USPTO patents (1976-2016) (1) Given the reactants CC(C)([O-])C.[K+].[CH:7]12[N:15]([CH2:16][C:17]#[N:18])[CH:11]([CH2:12][CH2:13][CH2:14]1)[CH2:10][O:9][CH2:8]2.C(OCC)=O.[C:24]([O:27][C:28](=O)C)(=[O:26])[CH3:25].C(O)(=O)C, predict the reaction product. The product is: [C:24]([O:27]/[CH:28]=[C:16](\[C:17]#[N:18])/[N:15]1[CH:11]2[CH2:12][CH2:13][CH2:14][CH:7]1[CH2:8][O:9][CH2:10]2)(=[O:26])[CH3:25]. (2) Given the reactants [C:1]([O:5][C:6]([N:8]1[C:12](=[O:13])[C:11](=[CH:14]N(C)C)[CH:10]2[CH2:18][CH:19]=[CH:20][CH:9]12)=[O:7])([CH3:4])([CH3:3])[CH3:2].Cl.[O:22]1CCOCC1, predict the reaction product. The product is: [C:1]([O:5][C:6]([N:8]1[C:12](=[O:13])[C:11](=[CH:14][OH:22])[CH:10]2[CH2:18][CH:19]=[CH:20][CH:9]12)=[O:7])([CH3:4])([CH3:3])[CH3:2]. (3) Given the reactants Br[CH2:2][CH2:3][O:4][C:5]1[CH:6]=[CH:7][C:8]([C:21]2[NH:30][C:29](=[O:31])[C:28]3[C:23](=[CH:24][C:25]([O:34][CH3:35])=[CH:26][C:27]=3[O:32][CH3:33])[N:22]=2)=[N:9][C:10]=1[C:11]1[CH:16]=[CH:15][C:14]([S:17]([CH3:20])(=[O:19])=[O:18])=[CH:13][CH:12]=1.[NH:36]1[CH2:41][CH2:40][O:39][CH2:38][CH2:37]1.C([O-])([O-])=O.[Na+].[Na+].[ClH:48], predict the reaction product. The product is: [ClH:48].[CH3:33][O:32][C:27]1[CH:26]=[C:25]([O:34][CH3:35])[CH:24]=[C:23]2[C:28]=1[C:29](=[O:31])[NH:30][C:21]([C:8]1[CH:7]=[CH:6][C:5]([O:4][CH2:3][CH2:2][N:36]3[CH2:41][CH2:40][O:39][CH2:38][CH2:37]3)=[C:10]([C:11]3[CH:16]=[CH:15][C:14]([S:17]([CH3:20])(=[O:19])=[O:18])=[CH:13][CH:12]=3)[N:9]=1)=[N:22]2. (4) Given the reactants [Br:1][CH2:2][C@@H:3]1[CH2:5][C@:4]1([C:9]1[CH:14]=[CH:13][C:12]([Cl:15])=[C:11]([Cl:16])[CH:10]=1)[C:6]([OH:8])=[O:7].S(Cl)(Cl)=O.[CH3:21]O, predict the reaction product. The product is: [CH3:21][O:7][C:6]([C@@:4]1([C:9]2[CH:14]=[CH:13][C:12]([Cl:15])=[C:11]([Cl:16])[CH:10]=2)[CH2:5][C@H:3]1[CH2:2][Br:1])=[O:8]. (5) Given the reactants OS([O-])=O.[Na+].[O:6]=[C:7]1[CH2:12][CH2:11][CH2:10][N:9]([C:13]([O:15][C:16]([CH3:19])([CH3:18])[CH3:17])=[O:14])[CH2:8]1.[C-:20]#[N:21].[K+], predict the reaction product. The product is: [C:20]([C:7]1([OH:6])[CH2:12][CH2:11][CH2:10][N:9]([C:13]([O:15][C:16]([CH3:19])([CH3:18])[CH3:17])=[O:14])[CH2:8]1)#[N:21]. (6) The product is: [C:44]([O:48][C:49]([N:51]1[CH2:56][CH2:55][CH:54]([C:57]2[CH:62]=[CH:61][C:60]([NH:63][C:73]([C:10]3([C:16]([F:17])([F:18])[F:19])[CH:11]=[CH:12][N:8]([C:3]4[CH:4]=[CH:5][CH:6]=[CH:7][C:2]=4[Cl:1])[NH:9]3)=[O:74])=[CH:59][CH:58]=2)[CH2:53][CH2:52]1)=[O:50])([CH3:47])([CH3:45])[CH3:46]. Given the reactants [Cl:1][C:2]1[CH:7]=[CH:6][CH:5]=[CH:4][C:3]=1[N:8]1[CH:12]=[C:11](C(O)=O)[C:10]([C:16]([F:19])([F:18])[F:17])=[N:9]1.F[P-](F)(F)(F)(F)F.Br[P+](N1CCCC1)(N1CCCC1)N1CCCC1.[C:44]([O:48][C:49]([N:51]1[CH2:56][CH2:55][CH:54]([C:57]2[CH:62]=[CH:61][C:60]([NH2:63])=[CH:59][CH:58]=2)[CH2:53][CH2:52]1)=[O:50])([CH3:47])([CH3:46])[CH3:45].C(N(C(C)C)CC)(C)C.[CH3:73][OH:74], predict the reaction product. (7) Given the reactants [CH3:1][O:2][C:3](=[O:28])[C@@H:4]([NH:15][CH2:16][CH:17]([NH:19][C:20]1[CH:25]=[CH:24][C:23]([Cl:26])=[C:22]([Cl:27])[CH:21]=1)[CH3:18])[CH2:5][CH2:6][O:7][CH2:8][C:9]1[CH:14]=[CH:13][CH:12]=[CH:11][CH:10]=1.[I-].ClC1C=CC=C[N+]=1C.[CH3:38][O:39][CH:40]([O:45][CH3:46])[CH2:41][C:42](O)=[O:43].C(N(CCCC)CCCC)CCC, predict the reaction product. The product is: [CH3:1][O:2][C:3](=[O:28])[C@@H:4]([N:15]([CH2:16][CH:17]([NH:19][C:20]1[CH:25]=[CH:24][C:23]([Cl:26])=[C:22]([Cl:27])[CH:21]=1)[CH3:18])[C:42](=[O:43])[CH2:41][CH:40]([O:45][CH3:46])[O:39][CH3:38])[CH2:5][CH2:6][O:7][CH2:8][C:9]1[CH:10]=[CH:11][CH:12]=[CH:13][CH:14]=1. (8) Given the reactants CO.C(O)(=O)C.[CH3:7][C:8]1[CH:17]=[C:16]2[C:11]([C:12](=[O:18])[NH:13][CH:14]=[N:15]2)=[CH:10][CH:9]=1.[Br:19]Br, predict the reaction product. The product is: [Br:19][C:9]1[CH:10]=[C:11]2[C:16](=[CH:17][C:8]=1[CH3:7])[N:15]=[CH:14][NH:13][C:12]2=[O:18].